Task: Regression. Given two drug SMILES strings and cell line genomic features, predict the synergy score measuring deviation from expected non-interaction effect.. Dataset: NCI-60 drug combinations with 297,098 pairs across 59 cell lines (1) Drug 1: C1CN1P(=S)(N2CC2)N3CC3. Drug 2: CC1C(C(CC(O1)OC2CC(OC(C2O)C)OC3=CC4=CC5=C(C(=O)C(C(C5)C(C(=O)C(C(C)O)O)OC)OC6CC(C(C(O6)C)O)OC7CC(C(C(O7)C)O)OC8CC(C(C(O8)C)O)(C)O)C(=C4C(=C3C)O)O)O)O. Cell line: UO-31. Synergy scores: CSS=24.2, Synergy_ZIP=-3.25, Synergy_Bliss=-2.05, Synergy_Loewe=-18.3, Synergy_HSA=-1.64. (2) Drug 1: CC12CCC(CC1=CCC3C2CCC4(C3CC=C4C5=CN=CC=C5)C)O. Drug 2: COCCOC1=C(C=C2C(=C1)C(=NC=N2)NC3=CC=CC(=C3)C#C)OCCOC.Cl. Cell line: IGROV1. Synergy scores: CSS=46.3, Synergy_ZIP=23.3, Synergy_Bliss=23.4, Synergy_Loewe=19.1, Synergy_HSA=25.1. (3) Drug 1: CC1=CC2C(CCC3(C2CCC3(C(=O)C)OC(=O)C)C)C4(C1=CC(=O)CC4)C. Drug 2: CNC(=O)C1=NC=CC(=C1)OC2=CC=C(C=C2)NC(=O)NC3=CC(=C(C=C3)Cl)C(F)(F)F. Cell line: SK-MEL-5. Synergy scores: CSS=32.9, Synergy_ZIP=4.93, Synergy_Bliss=4.87, Synergy_Loewe=-37.7, Synergy_HSA=-2.42. (4) Drug 1: C1=NC2=C(N1)C(=S)N=C(N2)N. Drug 2: CCCS(=O)(=O)NC1=C(C(=C(C=C1)F)C(=O)C2=CNC3=C2C=C(C=N3)C4=CC=C(C=C4)Cl)F. Cell line: CAKI-1. Synergy scores: CSS=47.9, Synergy_ZIP=-1.10, Synergy_Bliss=-0.529, Synergy_Loewe=-6.98, Synergy_HSA=2.14. (5) Drug 1: COC1=CC(=CC(=C1O)OC)C2C3C(COC3=O)C(C4=CC5=C(C=C24)OCO5)OC6C(C(C7C(O6)COC(O7)C8=CC=CS8)O)O. Drug 2: C1CCC(CC1)NC(=O)N(CCCl)N=O. Cell line: MDA-MB-435. Synergy scores: CSS=1.19, Synergy_ZIP=-3.19, Synergy_Bliss=-3.12, Synergy_Loewe=-14.6, Synergy_HSA=-6.82.